This data is from Catalyst prediction with 721,799 reactions and 888 catalyst types from USPTO. The task is: Predict which catalyst facilitates the given reaction. (1) Reactant: CN(C)C=O.[N:6]1[CH:11]=[CH:10][CH:9]=[CH:8][C:7]=1[S:12]([CH:15]([NH:27][CH2:28][C:29]1[CH:34]=[CH:33][C:32]([C:35]2[S:36][CH:37]=[CH:38][N:39]=2)=[CH:31][CH:30]=1)[C:16]1[N:21]=[C:20]([NH:22][CH2:23][C:24]([OH:26])=[O:25])[CH:19]=[CH:18][CH:17]=1)(=[O:14])=[O:13].C(=O)([O-])[O-].[K+].[K+].[C:46]([O:52][CH2:53]Cl)(=[O:51])[C:47]([CH3:50])([CH3:49])[CH3:48]. Product: [C:46]([O:52][CH2:53][O:25][C:24](=[O:26])[CH2:23][NH:22][C:20]1[CH:19]=[CH:18][CH:17]=[C:16]([CH:15]([S:12]([C:7]2[CH:8]=[CH:9][CH:10]=[CH:11][N:6]=2)(=[O:14])=[O:13])[NH:27][CH2:28][C:29]2[CH:34]=[CH:33][C:32]([C:35]3[S:36][CH:37]=[CH:38][N:39]=3)=[CH:31][CH:30]=2)[N:21]=1)(=[O:51])[C:47]([CH3:50])([CH3:49])[CH3:48]. The catalyst class is: 6. (2) Reactant: [F:1][C:2](OC(=O)C)([F:4])[F:3].[O:9]=[C:10]1[CH2:14][C:13]2([CH2:19][CH2:18][NH:17][CH2:16][CH2:15]2)[CH2:12][N:11]1[C:20]1[CH:29]=[CH:28][C:23]([C:24]([O:26][CH3:27])=[O:25])=[CH:22][CH:21]=1.[CH:30]1([O:33][C:34]2[CH:35]=[C:36]([CH:39]=[C:40]([O:50][CH:51]3[CH2:53][CH2:52]3)[C:41]=2[C:42]2[C:47]([F:48])=[CH:46][C:45]([F:49])=[CH:44][N:43]=2)[CH:37]=O)[CH2:32][CH2:31]1.[C:54]([O:57][BH-]([O:57][C:54](=[O:56])[CH3:55])[O:57][C:54](=[O:56])[CH3:55])(=[O:56])[CH3:55].[Na+].CC(O)=O. Product: [F:1][C:2]([CH2:55][C:54]([OH:57])=[O:56])([F:4])[F:3].[CH:30]1([O:33][C:34]2[CH:35]=[C:36]([CH:39]=[C:40]([O:50][CH:51]3[CH2:52][CH2:53]3)[C:41]=2[C:42]2[C:47]([F:48])=[CH:46][C:45]([F:49])=[CH:44][N:43]=2)[CH2:37][N:17]2[CH2:16][CH2:15][C:13]3([CH2:12][N:11]([C:20]4[CH:29]=[CH:28][C:23]([C:24]([O:26][CH3:27])=[O:25])=[CH:22][CH:21]=4)[C:10](=[O:9])[CH2:14]3)[CH2:19][CH2:18]2)[CH2:32][CH2:31]1. The catalyst class is: 1. (3) The catalyst class is: 48. Reactant: [CH3:1][N:2]1[CH2:15][CH2:14][C:5]2[NH:6][C:7]3[CH:8]=[CH:9][C:10]([CH3:13])=[CH:11][C:12]=3[C:4]=2[CH2:3]1.C1(C)C=CC=CC=1.[C:23](#[N:26])[CH:24]=[CH2:25]. Product: [CH3:1][N:2]1[CH2:15][CH2:14][C:5]2[N:6]([CH2:25][CH2:24][C:23]#[N:26])[C:7]3[CH:8]=[CH:9][C:10]([CH3:13])=[CH:11][C:12]=3[C:4]=2[CH2:3]1.